Task: Predict the product of the given reaction.. Dataset: Forward reaction prediction with 1.9M reactions from USPTO patents (1976-2016) (1) Given the reactants C([O:8][C:9]1[C:13]([O:14][CH2:15][C:16]2[CH:21]=[CH:20][CH:19]=[CH:18][CH:17]=2)=[C:12]([C:22](=[O:26])[N:23]([CH3:25])[CH3:24])[N:11]([C:27]2[CH:32]=[CH:31][C:30]([O:33][CH3:34])=[CH:29][CH:28]=2)[C:10]=1[C:35]([O:37]CC)=O)C1C=CC=CC=1.Cl.[CH2:41]([NH2:43])[CH3:42].[CH:44]([Mg]Cl)([CH3:46])[CH3:45], predict the reaction product. The product is: [CH2:45]([O:8][C:9]1[C:13]([O:14][CH2:15][C:16]2[CH:21]=[CH:20][CH:19]=[CH:18][CH:17]=2)=[C:12]([C:22]([N:23]([CH3:24])[CH3:25])=[O:26])[N:11]([C:27]2[CH:28]=[CH:29][C:30]([O:33][CH3:34])=[CH:31][CH:32]=2)[C:10]=1[C:35]([NH:43][CH2:41][CH3:42])=[O:37])[C:44]1[CH:46]=[CH:35][CH:10]=[CH:9][CH:13]=1. (2) Given the reactants [CH2:1]=C1CCN(C2C([N+]([O-])=O)=CC=CN=2)CC1.[C:17]([N:24]1[CH2:28][CH2:27][C:26](=O)[CH2:25]1)([O:19][C:20]([CH3:23])([CH3:22])[CH3:21])=[O:18], predict the reaction product. The product is: [CH2:1]=[C:26]1[CH2:27][CH2:28][N:24]([C:17]([O:19][C:20]([CH3:23])([CH3:22])[CH3:21])=[O:18])[CH2:25]1.